This data is from hERG Central: cardiac toxicity at 1µM, 10µM, and general inhibition. The task is: Predict hERG channel inhibition at various concentrations. The compound is O=c1nc2ccccc2c2n1CC(CN1CCN(C(c3ccccc3)c3ccccc3)CC1)N2. Results: hERG_inhib (hERG inhibition (general)): blocker.